From a dataset of NCI-60 drug combinations with 297,098 pairs across 59 cell lines. Regression. Given two drug SMILES strings and cell line genomic features, predict the synergy score measuring deviation from expected non-interaction effect. (1) Drug 1: CC1=C(C=C(C=C1)NC(=O)C2=CC=C(C=C2)CN3CCN(CC3)C)NC4=NC=CC(=N4)C5=CN=CC=C5. Drug 2: C1=NC2=C(N1)C(=S)N=CN2. Cell line: UACC62. Synergy scores: CSS=21.2, Synergy_ZIP=0.749, Synergy_Bliss=1.94, Synergy_Loewe=-28.2, Synergy_HSA=0.861. (2) Drug 1: CC1=C2C(C(=O)C3(C(CC4C(C3C(C(C2(C)C)(CC1OC(=O)C(C(C5=CC=CC=C5)NC(=O)OC(C)(C)C)O)O)OC(=O)C6=CC=CC=C6)(CO4)OC(=O)C)O)C)O. Drug 2: C1C(C(OC1N2C=NC3=C2NC=NCC3O)CO)O. Cell line: RXF 393. Synergy scores: CSS=-2.60, Synergy_ZIP=-0.943, Synergy_Bliss=-4.56, Synergy_Loewe=-5.06, Synergy_HSA=-5.06. (3) Drug 1: COC1=C2C(=CC3=C1OC=C3)C=CC(=O)O2. Drug 2: CC12CCC3C(C1CCC2OP(=O)(O)O)CCC4=C3C=CC(=C4)OC(=O)N(CCCl)CCCl.[Na+]. Cell line: SK-MEL-5. Synergy scores: CSS=-5.27, Synergy_ZIP=7.76, Synergy_Bliss=9.87, Synergy_Loewe=-3.46, Synergy_HSA=-1.79. (4) Drug 1: CN(C)C1=NC(=NC(=N1)N(C)C)N(C)C. Drug 2: C1CC(C1)(C(=O)O)C(=O)O.[NH2-].[NH2-].[Pt+2]. Cell line: NCI-H322M. Synergy scores: CSS=0.316, Synergy_ZIP=-0.373, Synergy_Bliss=0.590, Synergy_Loewe=-4.91, Synergy_HSA=-2.00. (5) Drug 1: CCCS(=O)(=O)NC1=C(C(=C(C=C1)F)C(=O)C2=CNC3=C2C=C(C=N3)C4=CC=C(C=C4)Cl)F. Drug 2: CC1=C(C(=CC=C1)Cl)NC(=O)C2=CN=C(S2)NC3=CC(=NC(=N3)C)N4CCN(CC4)CCO. Cell line: NCIH23. Synergy scores: CSS=9.86, Synergy_ZIP=-3.99, Synergy_Bliss=-4.31, Synergy_Loewe=-30.6, Synergy_HSA=-7.64. (6) Drug 1: CC1=C(C=C(C=C1)NC(=O)C2=CC=C(C=C2)CN3CCN(CC3)C)NC4=NC=CC(=N4)C5=CN=CC=C5. Drug 2: CS(=O)(=O)OCCCCOS(=O)(=O)C. Cell line: MCF7. Synergy scores: CSS=0.00350, Synergy_ZIP=-0.545, Synergy_Bliss=-0.359, Synergy_Loewe=-0.640, Synergy_HSA=-1.46. (7) Drug 1: CC1=C(C=C(C=C1)NC2=NC=CC(=N2)N(C)C3=CC4=NN(C(=C4C=C3)C)C)S(=O)(=O)N.Cl. Drug 2: C1CCC(C1)C(CC#N)N2C=C(C=N2)C3=C4C=CNC4=NC=N3. Cell line: TK-10. Synergy scores: CSS=19.8, Synergy_ZIP=9.61, Synergy_Bliss=14.6, Synergy_Loewe=10.4, Synergy_HSA=13.8. (8) Drug 1: CC12CCC3C(C1CCC2=O)CC(=C)C4=CC(=O)C=CC34C. Drug 2: C1=CC(=C2C(=C1NCCNCCO)C(=O)C3=C(C=CC(=C3C2=O)O)O)NCCNCCO. Cell line: EKVX. Synergy scores: CSS=55.5, Synergy_ZIP=4.67, Synergy_Bliss=4.85, Synergy_Loewe=6.10, Synergy_HSA=8.03. (9) Drug 1: C1=NC2=C(N=C(N=C2N1C3C(C(C(O3)CO)O)O)F)N. Drug 2: C(CN)CNCCSP(=O)(O)O. Cell line: IGROV1. Synergy scores: CSS=-3.06, Synergy_ZIP=1.69, Synergy_Bliss=0.000884, Synergy_Loewe=-2.11, Synergy_HSA=-2.12.